From a dataset of Full USPTO retrosynthesis dataset with 1.9M reactions from patents (1976-2016). Predict the reactants needed to synthesize the given product. (1) Given the product [F:24][C:2]([F:1])([F:23])[C@@H:3]([O:22][C:33](=[O:34])[NH:32][C:29]1[CH:30]=[CH:31][C:26]([Cl:25])=[CH:27][CH:28]=1)[CH2:4][N:5]1[CH2:10][CH2:9][O:8][C@H:7]([C:11]2[CH:16]=[CH:15][C:14]([F:17])=[C:13]([C:18]([F:20])([F:21])[F:19])[CH:12]=2)[CH2:6]1, predict the reactants needed to synthesize it. The reactants are: [F:1][C:2]([F:24])([F:23])[C@@H:3]([OH:22])[CH2:4][N:5]1[CH2:10][CH2:9][O:8][C@H:7]([C:11]2[CH:16]=[CH:15][C:14]([F:17])=[C:13]([C:18]([F:21])([F:20])[F:19])[CH:12]=2)[CH2:6]1.[Cl:25][C:26]1[CH:31]=[CH:30][C:29]([N:32]=[C:33]=[O:34])=[CH:28][CH:27]=1.[N-]=C=O. (2) Given the product [ClH:1].[C:19]1([CH2:18][CH2:17][CH2:16][N:13]2[CH:6]=[C:5]([CH2:4][CH2:3][CH2:2][C:7]3[N:8]=[C:9]([NH2:12])[NH:10][CH:11]=3)[N:15]=[N:14]2)[CH:24]=[CH:23][CH:22]=[CH:21][CH:20]=1, predict the reactants needed to synthesize it. The reactants are: [ClH:1].[CH2:2]([C:7]1[N:8]=[C:9]([NH2:12])[NH:10][CH:11]=1)[CH2:3][CH2:4][C:5]#[CH:6].[N:13]([CH2:16][CH2:17][CH2:18][C:19]1[CH:24]=[CH:23][CH:22]=[CH:21][CH:20]=1)=[N+:14]=[N-:15]. (3) Given the product [C:1]1([C:7](=[N:14][C:15]([CH3:51])([CH2:21][CH2:22][C:23]2[CH:24]=[C:25]3[C:48](=[CH:49][CH:50]=2)[C:29]2=[N:30][O:31][C:32]([C:33]4[CH:34]=[N:35][N:36]([C:42]5[CH:43]=[CH:44][CH:45]=[CH:46][CH:47]=5)[C:37]=4[C:38]([F:40])([F:41])[F:39])=[C:28]2[CH2:27][CH2:26]3)[C:16]([O:18][CH2:19][CH3:20])=[O:17])[C:8]2[CH:9]=[CH:10][CH:11]=[CH:12][CH:13]=2)[CH:2]=[CH:3][CH:4]=[CH:5][CH:6]=1, predict the reactants needed to synthesize it. The reactants are: [C:1]1([C:7](=[N:14][CH:15]([CH2:21][CH2:22][C:23]2[CH:24]=[C:25]3[C:48](=[CH:49][CH:50]=2)[C:29]2=[N:30][O:31][C:32]([C:33]4[CH:34]=[N:35][N:36]([C:42]5[CH:47]=[CH:46][CH:45]=[CH:44][CH:43]=5)[C:37]=4[C:38]([F:41])([F:40])[F:39])=[C:28]2[CH2:27][CH2:26]3)[C:16]([O:18][CH2:19][CH3:20])=[O:17])[C:8]2[CH:13]=[CH:12][CH:11]=[CH:10][CH:9]=2)[CH:6]=[CH:5][CH:4]=[CH:3][CH:2]=1.[CH3:51][Si]([N-][Si](C)(C)C)(C)C.[Li+].IC.CN(C=O)C. (4) Given the product [Cl:1][C:2]1[CH:3]=[C:4]([O:9][C:10]2[CH:11]=[CH:12][C:13]([N:16]3[C:22](=[O:24])[C@@H:20]([CH3:21])[NH:19][C:17]3=[O:18])=[CH:14][CH:15]=2)[CH:5]=[CH:6][C:7]=1[F:8], predict the reactants needed to synthesize it. The reactants are: [Cl:1][C:2]1[CH:3]=[C:4]([O:9][C:10]2[CH:15]=[CH:14][C:13]([NH:16][C:17]([NH:19][C@@H:20]([C:22]([OH:24])=O)[CH3:21])=[O:18])=[CH:12][CH:11]=2)[CH:5]=[CH:6][C:7]=1[F:8].C(=O)([O-])[O-].[Na+].[Na+].